This data is from Forward reaction prediction with 1.9M reactions from USPTO patents (1976-2016). The task is: Predict the product of the given reaction. (1) Given the reactants C(OC([N:8]1[CH2:52][CH2:51][CH2:50][C@H:9]1[C:10]([NH:12][C:13]1[CH:18]=[CH:17][C:16]([CH2:19][CH:20]([C:27]2[CH:32]=[CH:31][C:30]([C:33]3[NH:37][C:36]([C@@H:38]4[CH2:42][CH2:41][CH2:40][N:39]4C(OC(C)(C)C)=O)=[N:35][CH:34]=3)=[CH:29][CH:28]=2)[C:21]2[CH:26]=[CH:25][CH:24]=[CH:23][CH:22]=2)=[CH:15][CH:14]=1)=[O:11])=O)(C)(C)C.FC(F)(F)C(O)=O, predict the reaction product. The product is: [C:21]1([CH:20]([C:27]2[CH:32]=[CH:31][C:30]([C:33]3[NH:37][C:36]([C@@H:38]4[CH2:42][CH2:41][CH2:40][NH:39]4)=[N:35][CH:34]=3)=[CH:29][CH:28]=2)[CH2:19][C:16]2[CH:17]=[CH:18][C:13]([NH:12][C:10](=[O:11])[C@@H:9]3[CH2:50][CH2:51][CH2:52][NH:8]3)=[CH:14][CH:15]=2)[CH:22]=[CH:23][CH:24]=[CH:25][CH:26]=1. (2) Given the reactants Cl[CH2:2][C:3](=[O:5])[CH3:4].C(=O)([O-])[O-].[K+].[K+].[CH3:12][S:13][C:14]1[CH:19]=[CH:18][C:17]([OH:20])=[CH:16][CH:15]=1, predict the reaction product. The product is: [CH3:12][S:13][C:14]1[CH:19]=[CH:18][C:17]([O:20][CH2:2][C:3](=[O:5])[CH3:4])=[CH:16][CH:15]=1. (3) Given the reactants [CH3:1][C:2]1[N:7](C(O)=O)[CH:6]([C:11]([OH:13])=[O:12])[CH:5]=[CH:4][CH:3]=1.[C:14](O)(=[O:16])C.N1C=CC=CC=1.CCCCCC, predict the reaction product. The product is: [CH3:1][C:2]1[N:7]=[C:6]2[C:11](=[O:12])[O:13][C:14](=[O:16])[C:5]2=[CH:4][CH:3]=1.